The task is: Predict the product of the given reaction.. This data is from Forward reaction prediction with 1.9M reactions from USPTO patents (1976-2016). (1) Given the reactants C(OC(=O)[NH:7][CH2:8][C:9]1[CH:14]=[CH:13][C:12]([CH2:15][NH:16][C:17]([N:19]2[CH2:24][CH2:23][N:22]([C:25](=[O:34])[CH2:26][NH:27][C:28](=[O:33])[CH:29]([OH:32])[CH2:30][OH:31])[CH2:21][CH2:20]2)=[O:18])=[CH:11][CH:10]=1)(C)(C)C.Cl, predict the reaction product. The product is: [NH2:7][CH2:8][C:9]1[CH:14]=[CH:13][C:12]([CH2:15][NH:16][C:17]([N:19]2[CH2:20][CH2:21][N:22]([C:25](=[O:34])[CH2:26][NH:27][C:28](=[O:33])[CH:29]([OH:32])[CH2:30][OH:31])[CH2:23][CH2:24]2)=[O:18])=[CH:11][CH:10]=1. (2) Given the reactants [CH3:1][O:2][C:3]([C:5]1([CH2:14][C:15]2[CH:20]=[CH:19][C:18]([Cl:21])=[CH:17][CH:16]=2)[CH2:9][CH2:8][C:7]([CH2:11][OH:12])([CH3:10])[C:6]1=[O:13])=[O:4].C(N(CC)CC)C.CN1C=CN=C1.[C:35]1([CH3:45])[CH:40]=[CH:39][C:38]([S:41](Cl)(=[O:43])=[O:42])=[CH:37][CH:36]=1, predict the reaction product. The product is: [CH3:1][O:2][C:3]([C:5]1([CH2:14][C:15]2[CH:16]=[CH:17][C:18]([Cl:21])=[CH:19][CH:20]=2)[CH2:9][CH2:8][C:7]([CH2:11][O:12][S:41]([C:38]2[CH:39]=[CH:40][C:35]([CH3:45])=[CH:36][CH:37]=2)(=[O:43])=[O:42])([CH3:10])[C:6]1=[O:13])=[O:4]. (3) Given the reactants [NH2:1][C:2]1[CH:3]=[N:4][CH:5]=[CH:6][C:7]=1[CH2:8][O:9][C:10]1[C:19]2[C:14](=[CH:15][CH:16]=[CH:17][CH:18]=2)[C:13]([NH:20][C:21]([NH:23][C:24]2[N:28]([C:29]3[CH:34]=[CH:33][C:32]([CH3:35])=[CH:31][CH:30]=3)[N:27]=[C:26]([C:36]([CH3:39])([CH3:38])[CH3:37])[CH:25]=2)=[O:22])=[CH:12][CH:11]=1.CCN(C(C)C)C(C)C.[CH3:49][O:50][CH2:51][C:52](Cl)=[O:53], predict the reaction product. The product is: [C:36]([C:26]1[CH:25]=[C:24]([NH:23][C:21](=[O:22])[NH:20][C:13]2[C:14]3[C:19](=[CH:18][CH:17]=[CH:16][CH:15]=3)[C:10]([O:9][CH2:8][C:7]3[CH:6]=[CH:5][N:4]=[CH:3][C:2]=3[NH:1][C:52](=[O:53])[CH2:51][O:50][CH3:49])=[CH:11][CH:12]=2)[N:28]([C:29]2[CH:30]=[CH:31][C:32]([CH3:35])=[CH:33][CH:34]=2)[N:27]=1)([CH3:39])([CH3:38])[CH3:37]. (4) Given the reactants Br[C:2]1[CH:3]=[C:4]2[C:9](=[N:10][C:11]=1[CH:12]([O:15][CH3:16])[O:13][CH3:14])[N:8]([C:17]([NH:19][C:20]1[CH:25]=[CH:24][C:23]([C:26]#[N:27])=[CH:22][N:21]=1)=[O:18])[CH2:7][CH2:6][CH2:5]2.[Cl-].[C:29]([O:33][C:34](=[O:37])[CH2:35][Zn+])([CH3:32])([CH3:31])[CH3:30], predict the reaction product. The product is: [C:26]([C:23]1[CH:24]=[CH:25][C:20]([NH:19][C:17]([N:8]2[C:9]3[N:10]=[C:11]([CH:12]([O:15][CH3:16])[O:13][CH3:14])[C:2]([CH2:35][C:34]([O:33][C:29]([CH3:32])([CH3:31])[CH3:30])=[O:37])=[CH:3][C:4]=3[CH2:5][CH2:6][CH2:7]2)=[O:18])=[N:21][CH:22]=1)#[N:27]. (5) Given the reactants [CH3:1][C:2]1[C:11]([CH3:12])=[C:10]([OH:13])[C:9]2[C:4](=[CH:5][CH:6]=[CH:7][CH:8]=2)[N:3]=1.[Si:14](Cl)([C:17]([CH3:20])([CH3:19])[CH3:18])([CH3:16])[CH3:15].N1C=CN=C1, predict the reaction product. The product is: [CH3:1][C:2]1[C:11]([CH3:12])=[C:10]([O:13][Si:14]([C:17]([CH3:20])([CH3:19])[CH3:18])([CH3:16])[CH3:15])[C:9]2[C:4](=[CH:5][CH:6]=[CH:7][CH:8]=2)[N:3]=1. (6) Given the reactants C(OC(=O)[NH:7][C:8]1[CH:13]=[C:12]([N:14]([CH2:16][CH:17]([CH3:19])[CH3:18])[CH3:15])[C:11]([C:20]#[N:21])=[CH:10][C:9]=1[NH:22][C:23](=[O:39])[CH2:24][C:25]([C:27]1[CH:32]=[CH:31][CH:30]=[C:29]([C:33]2[O:37][N:36]=[C:35]([CH3:38])[CH:34]=2)[CH:28]=1)=O)(C)(C)C.C(O)(C(F)(F)F)=O, predict the reaction product. The product is: [CH2:16]([N:14]([CH3:15])[C:12]1[C:11]([C:20]#[N:21])=[CH:10][C:9]2[NH:22][C:23](=[O:39])[CH2:24][C:25]([C:27]3[CH:32]=[CH:31][CH:30]=[C:29]([C:33]4[O:37][N:36]=[C:35]([CH3:38])[CH:34]=4)[CH:28]=3)=[N:7][C:8]=2[CH:13]=1)[CH:17]([CH3:19])[CH3:18]. (7) The product is: [F:95][C:79]1([F:78])[C:86]2[C:85]([C:87]([F:90])([F:88])[F:89])=[N:84][N:83]([CH2:13][C:12]([NH:11][C@H:10]([C:28]3[C:33]([C:34]4[CH:35]=[CH:36][C:37]([F:43])=[C:38]([CH:42]=4)[C:39]([NH2:41])=[O:40])=[CH:32][CH:31]=[CH:30][N:29]=3)[CH2:9][C:4]3[CH:5]=[C:6]([F:8])[CH:7]=[C:2]([F:1])[CH:3]=3)=[O:27])[C:82]=2[CH2:81][CH2:80]1. Given the reactants [F:1][C:2]1[CH:3]=[C:4]([CH2:9][C@@H:10]([C:28]2[C:33]([C:34]3[CH:35]=[CH:36][C:37]([F:43])=[C:38]([CH:42]=3)[C:39]([NH2:41])=[O:40])=[CH:32][CH:31]=[CH:30][N:29]=2)[NH:11][C:12](=[O:27])[CH2:13]C2C3C(=CC=C(C(F)(F)F)C=3)NC=2)[CH:5]=[C:6]([F:8])[CH:7]=1.FC(F)(F)C(O)=O.N[C@H](C1C(C2C=CC(F)=C(C=2)C(N)=O)=CC=CN=1)CC1C=C(F)C=C(F)C=1.[F:78][C:79]1([F:95])[C:86]2[C:85]([C:87]([F:90])([F:89])[F:88])=[N:84][N:83](CC(O)=O)[C:82]=2[CH2:81][CH2:80]1, predict the reaction product.